This data is from Catalyst prediction with 721,799 reactions and 888 catalyst types from USPTO. The task is: Predict which catalyst facilitates the given reaction. (1) Reactant: [Br:1][C:2]1[CH:3]=[CH:4][C:5](I)=[N:6][CH:7]=1.C([Mg]Cl)(C)C.CON(C)[C:17](=[O:28])[CH2:18][CH2:19][CH2:20][N:21]1[CH2:26][CH2:25][N:24]([CH3:27])[CH2:23][CH2:22]1.BrC1C=CC(C(=O)CC2CCN(C(OC(C)(C)C)=O)CC2)=NC=1. Product: [Br:1][C:2]1[CH:3]=[CH:4][C:5]([C:17](=[O:28])[CH2:18][CH2:19][CH2:20][N:21]2[CH2:22][CH2:23][N:24]([CH3:27])[CH2:25][CH2:26]2)=[N:6][CH:7]=1. The catalyst class is: 98. (2) Reactant: [BH4-].[Na+].C1O[C:6]2([CH2:13][C@@H:12]3[C@@H:8]([CH2:9][C:10](=[O:14])[CH2:11]3)[CH2:7]2)[O:5]C1. Product: [OH:14][CH:10]1[CH2:11][CH:12]2[CH:8]([CH2:7][C:6](=[O:5])[CH2:13]2)[CH2:9]1. The catalyst class is: 8. (3) Reactant: [N:1]1([C:8]([O:10][C:11]([CH3:14])([CH3:13])[CH3:12])=[O:9])[CH2:7][CH2:6][CH2:5][NH:4][CH2:3][CH2:2]1.CCN(C(C)C)C(C)C.F[P-](F)(F)(F)(F)F.N1(O[P+](N(C)C)(N(C)C)N(C)C)C2C=CC=CC=2N=N1.C(O)(=O)[CH2:52][C:53]([CH2:58][C:59](O)=O)([C:55]([OH:57])=O)[OH:54]. Product: [C:11]([O:10][C:8]([N:1]1[CH2:7][CH2:6][CH2:5][N:4]([C:55]([C:53]2([OH:54])[CH2:52][CH2:59][CH2:58]2)=[O:57])[CH2:3][CH2:2]1)=[O:9])([CH3:14])([CH3:13])[CH3:12]. The catalyst class is: 4.